Dataset: Forward reaction prediction with 1.9M reactions from USPTO patents (1976-2016). Task: Predict the product of the given reaction. (1) The product is: [C:51]([CH2:77][CH2:78][PH:56]([O:44][C@@H:25]1[C@@H:24]([CH2:23][O:22][C:7]([C:16]2[CH:17]=[CH:18][CH:19]=[CH:20][CH:21]=2)([C:8]2[CH:13]=[CH:12][C:11]([O:14][CH3:15])=[CH:10][CH:9]=2)[C:6]2[CH:45]=[CH:46][C:3]([O:2][CH3:1])=[CH:4][CH:5]=2)[O:28][C@@H:27]([N:29]2[CH:36]=[CH:35][C:33](=[O:34])[NH:32][C:30]2=[O:31])[C@@H:26]1[O:37][CH2:38][O:39][CH2:40][CH2:41][C:42]#[N:43])([N:62]([CH:63]([CH3:64])[CH3:65])[CH:66]([CH3:67])[CH3:68])[OH:57])#[N:47]. Given the reactants [CH3:1][O:2][C:3]1[CH:46]=[CH:45][C:6]([C:7]([O:22][CH2:23][C@H:24]2[O:28][C@@H:27]([N:29]3[CH:36]=[CH:35][C:33](=[O:34])[NH:32][C:30]3=[O:31])[C@H:26]([O:37][CH2:38][O:39][CH2:40][CH2:41][C:42]#[N:43])[C@@H:25]2[OH:44])([C:16]2[CH:21]=[CH:20][CH:19]=[CH:18][CH:17]=2)[C:8]2[CH:13]=[CH:12][C:11]([O:14][CH3:15])=[CH:10][CH:9]=2)=[CH:5][CH:4]=1.[NH:47]1[CH:51]=NN=N1.C(N(C(C)C)[P:56]([N:62]([CH:66]([CH3:68])[CH3:67])[CH:63]([CH3:65])[CH3:64])[O:57]CCC#N)(C)C.C(=O)(O)[O-].[Na+].[C:77](#N)[CH3:78], predict the reaction product. (2) Given the reactants [OH:1][CH2:2][CH2:3][CH2:4][C:5]1[C:13]2[C:8](=[CH:9][CH:10]=[CH:11][CH:12]=2)[NH:7][C:6]=1[C:14]([O:16][CH2:17][CH3:18])=[O:15].[F:19][C:20]([F:29])([F:28])[C:21]1[CH:22]=[C:23](O)[CH:24]=[CH:25][CH:26]=1, predict the reaction product. The product is: [F:19][C:20]([F:29])([F:28])[C:21]1[CH:26]=[C:25]([CH:24]=[CH:23][CH:22]=1)[O:1][CH2:2][CH2:3][CH2:4][C:5]1[C:13]2[C:8](=[CH:9][CH:10]=[CH:11][CH:12]=2)[NH:7][C:6]=1[C:14]([O:16][CH2:17][CH3:18])=[O:15]. (3) Given the reactants [NH2:1][C:2]1[CH:3]=[C:4]([NH:9][C:10](=[O:22])[C:11]2[CH:16]=[CH:15][CH:14]=[C:13]([C:17]([C:20]#[N:21])([CH3:19])[CH3:18])[CH:12]=2)[CH:5]=[CH:6][C:7]=1[CH3:8].Br[C:24]1[CH:25]=[C:26]2[C:31](=[CH:32][CH:33]=1)[N:30]=[CH:29][CH:28]=[N:27]2.C1C=CC(P(C2C(C3C(P(C4C=CC=CC=4)C4C=CC=CC=4)=CC=C4C=3C=CC=C4)=C3C(C=CC=C3)=CC=2)C2C=CC=CC=2)=CC=1.CC(C)([O-])C.[Na+], predict the reaction product. The product is: [C:20]([C:17]([C:13]1[CH:12]=[C:11]([CH:16]=[CH:15][CH:14]=1)[C:10]([NH:9][C:4]1[CH:5]=[CH:6][C:7]([CH3:8])=[C:2]([NH:1][C:24]2[CH:25]=[C:26]3[C:31](=[CH:32][CH:33]=2)[N:30]=[CH:29][CH:28]=[N:27]3)[CH:3]=1)=[O:22])([CH3:19])[CH3:18])#[N:21]. (4) Given the reactants [NH2:1][C:2]1[CH:7]=[CH:6][C:5]([C:8]2[CH:13]=[CH:12][C:11]([CH2:14][C:15]3[N:16]([C:28]4[CH:33]=[CH:32][C:31]([N:34]5[S:38](=[O:40])(=[O:39])[NH:37][C:36](=[O:41])[CH2:35]5)=[CH:30][CH:29]=4)[CH:17]=[C:18]([C:20]4[CH:25]=[CH:24][C:23]([Cl:26])=[CH:22][C:21]=4[Cl:27])[N:19]=3)=[CH:10][CH:9]=2)=[CH:4][CH:3]=1.Br[CH2:43][CH:44]([CH3:46])[CH3:45].Cl[C:48]([O:50][CH:51]([CH3:53])[CH3:52])=[O:49], predict the reaction product. The product is: [CH:51]([O:50][C:48](=[O:49])[N:1]([C:2]1[CH:3]=[CH:4][C:5]([C:8]2[CH:13]=[CH:12][C:11]([CH2:14][C:15]3[N:16]([C:28]4[CH:33]=[CH:32][C:31]([N:34]5[CH2:35][C:36](=[O:41])[NH:37][S:38]5(=[O:40])=[O:39])=[CH:30][CH:29]=4)[CH:17]=[C:18]([C:20]4[CH:25]=[CH:24][C:23]([Cl:26])=[CH:22][C:21]=4[Cl:27])[N:19]=3)=[CH:10][CH:9]=2)=[CH:6][CH:7]=1)[CH2:43][CH:44]([CH3:46])[CH3:45])([CH3:53])[CH3:52]. (5) Given the reactants [CH3:1][CH:2]([CH3:31])[CH2:3][N:4]1[C:16]2[C:15]3[CH:14]=[CH:13][C:12]([O:17][C:18]4[CH:23]=[CH:22][C:21]([N+:24]([O-])=O)=[CH:20][CH:19]=4)=[CH:11][C:10]=3[N:9]=[C:8]([NH2:27])[C:7]=2[N:6]=[C:5]1[CH2:28][CH2:29][CH3:30].ClCCl.[BH4-].[Na+], predict the reaction product. The product is: [NH2:24][C:21]1[CH:22]=[CH:23][C:18]([O:17][C:12]2[CH:13]=[CH:14][C:15]3[C:16]4[N:4]([CH2:3][CH:2]([CH3:31])[CH3:1])[C:5]([CH2:28][CH2:29][CH3:30])=[N:6][C:7]=4[C:8]([NH2:27])=[N:9][C:10]=3[CH:11]=2)=[CH:19][CH:20]=1. (6) Given the reactants [CH3:1][O:2][C:3]([C:5]1[C:10]([Cl:11])=[C:9]([NH:12]C(=O)C)[CH:8]=[C:7]([C:16]2[CH:21]=[CH:20][C:19]([Cl:22])=[C:18]([O:23][CH2:24][CH3:25])[C:17]=2[F:26])[N:6]=1)=[O:4].C(Cl)(=O)C.O, predict the reaction product. The product is: [CH3:1][O:2][C:3]([C:5]1[C:10]([Cl:11])=[C:9]([NH2:12])[CH:8]=[C:7]([C:16]2[CH:21]=[CH:20][C:19]([Cl:22])=[C:18]([O:23][CH2:24][CH3:25])[C:17]=2[F:26])[N:6]=1)=[O:4]. (7) The product is: [Cl:1][C:2]1[CH:10]=[C:9]([C:11]2[N:15]([CH3:16])[N:14]=[N:13][N:12]=2)[CH:8]=[CH:7][C:3]=1[C:4]([Cl:19])=[O:5]. Given the reactants [Cl:1][C:2]1[CH:10]=[C:9]([C:11]2[N:15]([CH3:16])[N:14]=[N:13][N:12]=2)[CH:8]=[CH:7][C:3]=1[C:4](O)=[O:5].S(Cl)([Cl:19])=O.CN1CCCC1=O, predict the reaction product.